Binary Classification. Given a miRNA mature sequence and a target amino acid sequence, predict their likelihood of interaction. From a dataset of Experimentally validated miRNA-target interactions with 360,000+ pairs, plus equal number of negative samples. (1) The miRNA is mmu-miR-3058-5p with sequence UCAGCCACGGCUUACCUGGAAGA. The protein sequence of the target gene is MLLLELPIKCRMCGRFLRQLLAQESQHSTPVGRFLLPMLMGFRLLILVSSGPGVFGNDENEFICHLGQPGCKTICYDVFRPLSPLRFWAFQVILMAVPSAIYVAFTLYHVIGYWEVPGKENKEQETQISKGDHSKDVSGAKSLKLLWAYVAHLGVRLALEGAALGVQYNLYGFKMSSTFICREDPCIGSTTCFQSHPSEKTIFLNIMFGISGACFLFIFLELALLGLGRFWRIYKHKLSFLKKLPTSESSVRSKDTTDELSVVEAKEPF. Result: 1 (interaction). (2) The miRNA is mmu-miR-6920-5p with sequence ACACAAUGGAAAGACUGCUUGU. The protein sequence of the target gene is MRTLEDSSGTVLHRLIQEQLRYGNLTETRTLLAIQQQALRGGAGTGGTGSPQASLEILAPEDSQVLQQATRQEPQGQEHQGGENHLAENTLYRLCPQPSKGEELPTYEEAKAHSQYYAAQQAGTRPHAGDRDPRGAPGGSRRQDEALRELRHGHVRSLSERLLQLSLERNGARAPSHMSSSHSFPQLARNQQGPPLRGPPAEGPESRGPPPQYPHVVLAHETTTAVTDPRYRARGSPHFQHAEVRILQAQVPPVFLQQQQQYQYLQQSQEHPPPPHPAALGHGPLSSLSPPAVEGPVSAQ.... Result: 0 (no interaction). (3) The miRNA is rno-miR-7a-5p with sequence UGGAAGACUAGUGAUUUUGUUGU. The protein sequence of the target gene is MFLTALLWRGRIPGRQWIGKHRRPRFVSLRAKQNMIRRLEIEAENHYWLSMPYMTREQERGHAAVRRREAFEAIKAAATSKFPPHRFIADQLDHLNVTKKWS. Result: 0 (no interaction). (4) The miRNA is hsa-miR-98-5p with sequence UGAGGUAGUAAGUUGUAUUGUU. The protein sequence of the target gene is MAARTVIIDHGSGFLKAGTAGWNEPQMVFPNIVNYLPCKENPGPSYARRRVSLGIDICHPDTFSYPIERGRILNWEGVQYLWSFVLENHRREQEVPPVIITETPLREPADRKKMLEILFELLHVPSVLLADQLQMSLYASGLLTGVVVDSGYGLTRVQPFHQGRPLPASGKTLEFAGQDLSAYLLKSLFKEDCDRRCLFQLETVAVTQMNKCYVPQNLGEALDFRERQQSALDESNTYQLPDGSRVELTPMQRVAPEMFFSPQVFEQPGPSIPRAIVESVESCEISLRPLLVSHVMACGG.... Result: 1 (interaction).